Dataset: Catalyst prediction with 721,799 reactions and 888 catalyst types from USPTO. Task: Predict which catalyst facilitates the given reaction. (1) Reactant: [ClH:1].[N:2]12[CH2:9][CH2:8][CH:5]([CH2:6][CH2:7]1)[C@@H:4]([NH:10][C:11]([C:13]1[S:14][C:15]3[CH:21]=[C:20](Br)[CH:19]=[CH:18][C:16]=3[CH:17]=1)=[O:12])[CH2:3]2.[OH:23][CH2:24][C:25]1[CH:30]=[CH:29][CH:28]=[CH:27][C:26]=1B(O)O.C(=O)([O-])[O-].[Na+].[Na+]. Product: [ClH:1].[N:2]12[CH2:9][CH2:8][CH:5]([CH2:6][CH2:7]1)[C@@H:4]([NH:10][C:11]([C:13]1[S:14][C:15]3[CH:21]=[C:20]([C:26]4[CH:27]=[CH:28][CH:29]=[CH:30][C:25]=4[CH2:24][OH:23])[CH:19]=[CH:18][C:16]=3[CH:17]=1)=[O:12])[CH2:3]2. The catalyst class is: 431. (2) Reactant: Br[C:2]1[CH:3]=[C:4]([CH:8]2[CH2:17][CH2:16][C:15]3[C:10](=[CH:11][CH:12]=[C:13]([CH:18]([C:24]#[C:25][CH3:26])[CH2:19][C:20]([O:22][CH3:23])=[O:21])[CH:14]=3)[O:9]2)[CH:5]=[CH:6][CH:7]=1.[CH3:27][C:28]1[CH:33]=[CH:32][CH:31]=[C:30]([CH3:34])[C:29]=1B(O)O.C([O-])([O-])=O.[K+].[K+].[NH4+].[Cl-]. Product: [CH3:27][C:28]1[CH:33]=[CH:32][CH:31]=[C:30]([CH3:34])[C:29]=1[C:2]1[CH:7]=[CH:6][CH:5]=[C:4]([CH:8]2[CH2:17][CH2:16][C:15]3[C:10](=[CH:11][CH:12]=[C:13]([CH:18]([C:24]#[C:25][CH3:26])[CH2:19][C:20]([O:22][CH3:23])=[O:21])[CH:14]=3)[O:9]2)[CH:3]=1. The catalyst class is: 203. (3) Reactant: Cl.[CH3:2][C:3]12[CH2:8][C:7]1([CH3:9])[CH2:6][NH:5][CH2:4]2.Cl[CH2:11][C:12]#[C:13][CH2:14][OH:15].C(N(CC)CC)C. Product: [CH3:2][C:3]12[CH2:8][C:7]1([CH3:9])[CH2:6][N:5]([CH2:11][C:12]#[C:13][CH2:14][OH:15])[CH2:4]2. The catalyst class is: 22. (4) Reactant: C[O:2][C:3](=O)[C:4]([N:7]1[CH2:10][CH:9]([C:11]2[CH:32]=[CH:31][C:14]3[C:15]4[N:16]=[C:17]([C:23]5[N:24]([CH:28]([CH3:30])[CH3:29])[N:25]=[CH:26][N:27]=5)[S:18][C:19]=4[CH2:20][CH2:21][O:22][C:13]=3[CH:12]=2)[CH2:8]1)([CH3:6])[CH3:5].[H-].[H-].[H-].[H-].[Li+].[Al+3]. Product: [CH:28]([N:24]1[C:23]([C:17]2[S:18][C:19]3[CH2:20][CH2:21][O:22][C:13]4[CH:12]=[C:11]([CH:9]5[CH2:8][N:7]([C:4]([CH3:6])([CH3:5])[CH2:3][OH:2])[CH2:10]5)[CH:32]=[CH:31][C:14]=4[C:15]=3[N:16]=2)=[N:27][CH:26]=[N:25]1)([CH3:30])[CH3:29]. The catalyst class is: 1. (5) Reactant: CC1C=CC(S(O[CH2:12][C@@H:13]2[O:18][C:17]3[CH:19]=[C:20]([S:24]([CH3:27])(=[O:26])=[O:25])[CH:21]=[C:22]([Cl:23])[C:16]=3[O:15][CH2:14]2)(=O)=O)=CC=1.[CH2:28]([NH2:30])[CH3:29].Cl. Product: [Cl:23][C:22]1[C:16]2[O:15][CH2:14][C@H:13]([CH2:12][NH:30][CH2:28][CH3:29])[O:18][C:17]=2[CH:19]=[C:20]([S:24]([CH3:27])(=[O:25])=[O:26])[CH:21]=1. The catalyst class is: 10.